Dataset: Reaction yield outcomes from USPTO patents with 853,638 reactions. Task: Predict the reaction yield, written as a fraction of the theoretical maximum amount of product (1.0 means a 100% yield; for example, 0.34 means a 34% yield). (1) The reactants are I[C:2]1[C:10]2[CH:9]=[N:8][CH:7]=[N:6][C:5]=2[N:4]([Si:11]([CH:18]([CH3:20])[CH3:19])([CH:15]([CH3:17])[CH3:16])[CH:12]([CH3:14])[CH3:13])[CH:3]=1.C([Mg]Cl)(C)C.[C:26]([O:30][C:31](=[O:49])[N:32]([CH2:41][C:42]1[CH:47]=[CH:46][C:45]([Cl:48])=[CH:44][CH:43]=1)[C:33]1[CH:38]=[CH:37][C:36]([CH:39]=[O:40])=[CH:35][N:34]=1)([CH3:29])([CH3:28])[CH3:27].C(=O)(O)[O-].[Na+]. The catalyst is O1CCCC1. The product is [C:26]([O:30][C:31](=[O:49])[N:32]([CH2:41][C:42]1[CH:43]=[CH:44][C:45]([Cl:48])=[CH:46][CH:47]=1)[C:33]1[CH:38]=[CH:37][C:36]([CH:39]([OH:40])[C:2]2[C:10]3[CH:9]=[N:8][CH:7]=[N:6][C:5]=3[N:4]([Si:11]([CH:18]([CH3:20])[CH3:19])([CH:15]([CH3:17])[CH3:16])[CH:12]([CH3:14])[CH3:13])[CH:3]=2)=[CH:35][N:34]=1)([CH3:29])([CH3:27])[CH3:28]. The yield is 0.520. (2) The reactants are [OH:1][C:2]1[CH:3]=[C:4]([C:15]#[C:16][Si](C)(C)C)[CH:5]=[C:6]2[C:11]=1[C:10](=[O:12])[CH2:9][CH2:8][C:7]2([CH3:14])[CH3:13].C(=O)([O-])[O-].[K+].[K+]. The catalyst is CO. The product is [C:15]([C:4]1[CH:5]=[C:6]2[C:11](=[C:2]([OH:1])[CH:3]=1)[C:10](=[O:12])[CH2:9][CH2:8][C:7]2([CH3:14])[CH3:13])#[CH:16]. The yield is 1.00. (3) The reactants are [Cl:1][C:2]1[C:11]([O:12][C:13]([F:16])([F:15])[F:14])=[CH:10][C:5]2[NH:6][C:7](=O)[NH:8][C:4]=2[CH:3]=1.O=P(Cl)(Cl)[Cl:19].[OH-].[Na+]. No catalyst specified. The product is [Cl:19][C:7]1[NH:8][C:4]2[CH:3]=[C:2]([Cl:1])[C:11]([O:12][C:13]([F:16])([F:15])[F:14])=[CH:10][C:5]=2[N:6]=1. The yield is 0.960. (4) The reactants are Cl[C:2]1[CH:7]=[N:6][CH:5]=[C:4]([C:8]#[N:9])[N:3]=1.Cl.[C:11]([O:15][C:16](=[O:20])[CH2:17][NH:18][CH3:19])([CH3:14])([CH3:13])[CH3:12].C(N(CC)CC)C.CN(C=O)C. The catalyst is O.C(OCC)(=O)C. The product is [CH3:19][N:18]([CH2:17][C:16]([O:15][C:11]([CH3:14])([CH3:13])[CH3:12])=[O:20])[C:2]1[CH:7]=[N:6][CH:5]=[C:4]([C:8]#[N:9])[N:3]=1. The yield is 0.270. (5) The reactants are [Br:1][C:2]1[CH:3]=[C:4]([N+:9]([O-])=O)[C:5]([Cl:8])=[N:6][CH:7]=1.[OH-].[Na+]. The catalyst is Cl. The product is [NH2:9][C:4]1[C:5]([Cl:8])=[N:6][CH:7]=[C:2]([Br:1])[CH:3]=1. The yield is 0.890.